Predict the product of the given reaction. From a dataset of Forward reaction prediction with 1.9M reactions from USPTO patents (1976-2016). (1) Given the reactants N1C2C(=CC=CC=2)C=[CH:2]1.C[C@]12C3C=C(OC(NC)=O)C=CC=3N(C)[C@H]1N(C)CC2.[CH2:30]([O:37][C:38]1[CH:39]=[C:40]2[C:44](=[CH:45][C:46]=1[CH:47]([CH3:49])[CH3:48])[NH:43][CH:42]=[CH:41]2)[C:31]1[CH:36]=[CH:35][CH:34]=[CH:33][CH:32]=1.C([Mg]Br)C.CI, predict the reaction product. The product is: [CH2:30]([O:37][C:38]1[CH:39]=[C:40]2[C:44](=[CH:45][C:46]=1[CH:47]([CH3:49])[CH3:48])[NH:43][CH:42]=[C:41]2[CH3:2])[C:31]1[CH:32]=[CH:33][CH:34]=[CH:35][CH:36]=1. (2) Given the reactants [S:1]1[C:5]2[CH2:6][CH2:7][CH2:8][CH2:9][CH2:10][C:4]=2[N:3]=[C:2]1[NH2:11].[F:12][C:13]([F:24])([F:23])[C:14]1[CH:15]=[C:16]([CH:20]=[CH:21][CH:22]=1)[C:17](Cl)=[O:18].Br[CH:26]([CH3:32])[C:27]([O:29]CC)=[O:28].FC1C2N=C(N)SC=2C=C(F)C=1.C1(C)C=CC(C(Cl)=O)=CC=1.BrCC(OCC)=O, predict the reaction product. The product is: [F:12][C:13]([F:24])([F:23])[C:14]1[CH:15]=[C:16]([CH:20]=[CH:21][CH:22]=1)[C:17]([N:11]=[C:2]1[N:3]([CH:26]([CH3:32])[C:27]([OH:29])=[O:28])[C:4]2[CH2:10][CH2:9][CH2:8][CH2:7][CH2:6][C:5]=2[S:1]1)=[O:18]. (3) Given the reactants [CH2:1]([N:8]1[CH2:13][CH2:12][N:11]([CH2:14][CH:15]2[C:19](=[O:20])[O:18][C@H:17]3[C:21]4[C@@:26]([CH3:29])([CH2:27][CH2:28][C:16]23[OH:31])[CH2:25][CH2:24][CH2:23][C:22]=4[CH3:30])[CH2:10][CH2:9]1)[C:2]1[CH:7]=[CH:6][CH:5]=[CH:4][CH:3]=1.C1(C)C=CC=CC=1.CC(C[AlH]CC(C)C)C.S([O-])([O-])(=O)=O.[Na+].[Na+], predict the reaction product. The product is: [CH2:1]([N:8]1[CH2:13][CH2:12][N:11]([CH2:14][CH:15]2[CH:19]([OH:20])[O:18][C@H:17]3[C:21]4[C@@:26]([CH3:29])([CH2:27][CH2:28][C:16]23[OH:31])[CH2:25][CH2:24][CH2:23][C:22]=4[CH3:30])[CH2:10][CH2:9]1)[C:2]1[CH:3]=[CH:4][CH:5]=[CH:6][CH:7]=1. (4) Given the reactants [C:1]([O:5][C:6]([N:8]([CH2:25][C@H:26]1[CH2:35][CH2:34][C:33]2[C:28](=[CH:29][CH:30]=[C:31]([C:36]([O:38]CC)=[O:37])[CH:32]=2)[O:27]1)[CH2:9][C@@H:10]([C:12]1[CH:13]=[N:14][C:15]([N:18]2[C:22]([CH3:23])=[CH:21][CH:20]=[C:19]2[CH3:24])=[CH:16][CH:17]=1)[OH:11])=[O:7])([CH3:4])([CH3:3])[CH3:2].[OH-].[Na+], predict the reaction product. The product is: [C:1]([O:5][C:6]([N:8]([CH2:25][C@H:26]1[CH2:35][CH2:34][C:33]2[C:28](=[CH:29][CH:30]=[C:31]([C:36]([OH:38])=[O:37])[CH:32]=2)[O:27]1)[CH2:9][C@@H:10]([C:12]1[CH:13]=[N:14][C:15]([N:18]2[C:22]([CH3:23])=[CH:21][CH:20]=[C:19]2[CH3:24])=[CH:16][CH:17]=1)[OH:11])=[O:7])([CH3:4])([CH3:2])[CH3:3]. (5) Given the reactants COC(=O)CCCCN([C:10](=[O:35])[CH2:11][CH2:12][N:13]1[CH2:18][CH2:17][CH:16]([O:19][C:20](=[O:34])[NH:21][C:22]2[CH:27]=[CH:26][CH:25]=[CH:24][C:23]=2[C:28]2[CH:33]=[CH:32][CH:31]=[CH:30][CH:29]=2)[CH2:15][CH2:14]1)C.[Li+].[OH-:38].Cl.[C:40]([OH:44])([CH3:43])(C)C, predict the reaction product. The product is: [C:23]1([C:28]2[CH:29]=[CH:30][CH:31]=[CH:32][CH:33]=2)[CH:24]=[CH:25][CH:26]=[CH:27][C:22]=1[NH:21][C:20]([O:19][CH:16]1[CH2:15][CH2:14][N:13]([CH2:12][CH2:11][C:10]([CH2:14][NH:13][CH2:12][CH2:11][CH2:10][CH2:43][C:40]([OH:44])=[O:38])=[O:35])[CH2:18][CH2:17]1)=[O:34]. (6) Given the reactants [CH2:1]([O:4][C:5]1[CH:10]=[CH:9][C:8]([CH2:11][SH:12])=[CH:7][CH:6]=1)[CH:2]=[CH2:3].C[N:14]1[C:18]([CH2:19][CH2:20]OS(C2C=CC(C)=CC=2)(=O)=O)=[CH:17][CH:16]=[N:15]1.[H-].[Na+].[CH3:34]N(C)C=O, predict the reaction product. The product is: [CH2:1]([O:4][C:5]1[CH:10]=[CH:9][C:8]([CH2:11][S:12][CH2:20][CH2:19][C:18]2[CH:17]=[CH:16][N:15]([CH3:34])[N:14]=2)=[CH:7][CH:6]=1)[CH:2]=[CH2:3]. (7) The product is: [C:38]([N:31]=[C:30]([NH2:32])[C:29]1[CH:28]=[CH:27][C:26]([O:25][CH2:24][CH2:23][CH2:22][N:19]2[CH2:20][CH2:21][CH:16]([CH2:15][CH2:14][CH2:13][O:12][C:11]3[CH:35]=[CH:36][C:8]([C:7](=[N:6][C:3](=[O:4])[CH3:42])[NH2:37])=[CH:9][CH:10]=3)[CH2:17][CH2:18]2)=[CH:34][CH:33]=1)(=[O:41])[CH3:39]. Given the reactants CN(C)[CH:3]=[O:4].[NH2:6][C:7](=[NH:37])[C:8]1[CH:36]=[CH:35][C:11]([O:12][CH2:13][CH2:14][CH2:15][CH:16]2[CH2:21][CH2:20][N:19]([CH2:22][CH2:23][CH2:24][O:25][C:26]3[CH:34]=[CH:33][C:29]([C:30]([NH2:32])=[NH:31])=[CH:28][CH:27]=3)[CH2:18][CH2:17]2)=[CH:10][CH:9]=1.[C:38]([O-:41])(=O)[CH3:39].[C:42](=O)([O-])[O-].[K+].[K+], predict the reaction product. (8) Given the reactants [NH2:1][C:2]1[C:3]([C:20]2[O:24][C:23]([C:25]3[CH:30]=[CH:29][C:28]([CH2:31][NH:32]C(=O)OC(C)(C)C)=[CH:27][CH:26]=3)=[N:22][N:21]=2)=[N:4][C:5]([C:8]2[CH:13]=[CH:12][C:11]([S:14]([CH:17]([CH3:19])[CH3:18])(=[O:16])=[O:15])=[CH:10][CH:9]=2)=[CH:6][N:7]=1.C(O)(C(F)(F)F)=O.C(#N)C, predict the reaction product. The product is: [NH2:32][CH2:31][C:28]1[CH:29]=[CH:30][C:25]([C:23]2[O:24][C:20]([C:3]3[C:2]([NH2:1])=[N:7][CH:6]=[C:5]([C:8]4[CH:13]=[CH:12][C:11]([S:14]([CH:17]([CH3:18])[CH3:19])(=[O:16])=[O:15])=[CH:10][CH:9]=4)[N:4]=3)=[N:21][N:22]=2)=[CH:26][CH:27]=1. (9) Given the reactants N(C(C)C)C(C)C.[Li]CCCC.[Cl:13][C:14]1[CH:19]=[CH:18][CH:17]=[C:16]([F:20])[N:15]=1.B(OC(C)C)(OC(C)C)[O:22]C(C)C.[OH-].[Na+].OO, predict the reaction product. The product is: [Cl:13][C:14]1[N:15]=[C:16]([F:20])[C:17]([OH:22])=[CH:18][CH:19]=1.